From a dataset of Forward reaction prediction with 1.9M reactions from USPTO patents (1976-2016). Predict the product of the given reaction. (1) Given the reactants [Br:1][C:2]1[CH:7]=[CH:6][C:5]([C:8](=O)[CH2:9][CH2:10][CH2:11][NH:12]C(=O)OC(C)(C)C)=[CH:4][CH:3]=1.[OH-].[Na+], predict the reaction product. The product is: [Br:1][C:2]1[CH:7]=[CH:6][C:5]([C:8]2[CH2:9][CH2:10][CH2:11][N:12]=2)=[CH:4][CH:3]=1. (2) Given the reactants [Cl:1][C:2]1[CH:7]=[C:6]([CH2:8]SC)[CH:5]=[CH:4][C:3]=1[C:11]1[N:15]=[C:14]([C:16]2[N:17]=[C:18]3[C:23]([Cl:24])=[CH:22][C:21]([C:25]([F:28])([F:27])[F:26])=[CH:20][N:19]3[CH:29]=2)[O:13][N:12]=1.O[O:31][S:32]([O-:34])=O.[K+].[CH3:36]C(C)=O, predict the reaction product. The product is: [Cl:1][C:2]1[CH:7]=[C:6]([CH2:8][S:32]([CH3:36])(=[O:34])=[O:31])[CH:5]=[CH:4][C:3]=1[C:11]1[N:15]=[C:14]([C:16]2[N:17]=[C:18]3[C:23]([Cl:24])=[CH:22][C:21]([C:25]([F:28])([F:26])[F:27])=[CH:20][N:19]3[CH:29]=2)[O:13][N:12]=1. (3) Given the reactants [NH:1]1[CH:5]=[CH:4][N:3]=[CH:2]1.[Li+:6].[C:7]([F:27])([F:26])([F:25])[C:8]([S:11]([N-:14][S:15]([C:18]([F:24])([F:23])[C:19]([F:22])([F:21])[F:20])(=[O:17])=[O:16])(=[O:13])=[O:12])([F:10])[F:9], predict the reaction product. The product is: [NH:1]1[CH:5]=[CH:4][N:3]=[CH:2]1.[Li+:6].[C:19]([F:22])([F:21])([F:20])[C:18]([S:15]([N-:14][S:11]([C:8]([F:10])([F:9])[C:7]([F:25])([F:26])[F:27])(=[O:12])=[O:13])(=[O:16])=[O:17])([F:24])[F:23]. (4) The product is: [O:2]1[CH2:7][CH2:6][N:5]([CH2:8][C:9]([N:11]2[CH2:16][CH2:15][N:14]([CH2:17][C:18]3[CH:19]=[C:20]4[C:25](=[CH:26][CH:27]=3)[CH2:24][NH:23][CH2:22][CH2:21]4)[CH2:13][CH2:12]2)=[O:10])[CH2:4][CH2:3]1. Given the reactants Cl.[O:2]1[CH2:7][CH2:6][N:5]([CH2:8][C:9]([N:11]2[CH2:16][CH2:15][N:14]([CH2:17][C:18]3[CH:19]=[C:20]4[C:25](=[CH:26][CH:27]=3)[CH2:24][N:23](C(OC(C)(C)C)=O)[CH2:22][CH2:21]4)[CH2:13][CH2:12]2)=[O:10])[CH2:4][CH2:3]1, predict the reaction product. (5) Given the reactants [Cl:1][C:2]1[CH:21]=[CH:20][CH:19]=[C:18]([Cl:22])[C:3]=1[CH2:4][C:5]1[N:9]([CH2:10][C:11](O)=[O:12])[C:8]2[CH:14]=[CH:15][CH:16]=[CH:17][C:7]=2[N:6]=1.[C:23]([C:27]1[CH:28]=[C:29]([CH:31]=[C:32]([C:34]([CH3:37])([CH3:36])[CH3:35])[CH:33]=1)[NH2:30])([CH3:26])([CH3:25])[CH3:24].CN(C(ON1N=NC2C=CC=NC1=2)=[N+](C)C)C.F[P-](F)(F)(F)(F)F, predict the reaction product. The product is: [C:34]([C:32]1[CH:31]=[C:29]([NH:30][C:11](=[O:12])[CH2:10][N:9]2[C:8]3[CH:14]=[CH:15][CH:16]=[CH:17][C:7]=3[N:6]=[C:5]2[CH2:4][C:3]2[C:18]([Cl:22])=[CH:19][CH:20]=[CH:21][C:2]=2[Cl:1])[CH:28]=[C:27]([C:23]([CH3:26])([CH3:25])[CH3:24])[CH:33]=1)([CH3:37])([CH3:36])[CH3:35]. (6) The product is: [CH3:43][O:42][C:40]1[CH:41]=[C:14]([N:11]2[CH2:10][CH2:9][CH:8]([N:5]3[CH2:4][CH2:3][P:2](=[O:21])([CH3:1])[CH2:7][CH2:6]3)[CH2:13][CH2:12]2)[CH:37]=[CH:38][C:39]=1[N+:44]([O-:46])=[O:45]. Given the reactants [CH3:1][P:2]1(=[O:21])[CH2:7][CH2:6][N:5]([CH:8]2[CH2:13][CH2:12][N:11]([C:14](OC(C)(C)C)=O)[CH2:10][CH2:9]2)[CH2:4][CH2:3]1.FC(F)(F)C(O)=O.C(=O)([O-])[O-].[K+].[K+].FC1[CH:37]=[CH:38][C:39]([N+:44]([O-:46])=[O:45])=[C:40]([O:42][CH3:43])[CH:41]=1, predict the reaction product. (7) Given the reactants Cl[C:2]1[C:7]([C:8]#[N:9])=[C:6]([S:10][CH3:11])[N:5]=[C:4]([S:12][CH2:13][CH3:14])[N:3]=1.[CH3:15][C:16]1[CH:17]=[C:18]([CH:20]=[C:21]([CH3:23])[CH:22]=1)[NH2:19], predict the reaction product. The product is: [CH3:15][C:16]1[CH:17]=[C:18]([NH:19][C:2]2[C:7]([C:8]#[N:9])=[C:6]([S:10][CH3:11])[N:5]=[C:4]([S:12][CH2:13][CH3:14])[N:3]=2)[CH:20]=[C:21]([CH3:23])[CH:22]=1. (8) The product is: [Cl:1][C:2]1[C:3]([C:20]2[CH:21]=[N:22][CH:23]=[C:24]([C:25]#[N:26])[CH:27]=2)=[CH:4][C:5]([CH3:9])=[C:6]2[C:8]=1[C:3]([CH3:2])=[CH:4][C:5]([CH3:9])([CH3:6])[NH:7]2. Given the reactants [Cl:1][C:2]1[C:3](B2OC(C)(C)C(C)(C)O2)=[CH:4][C:5]([CH3:9])=[C:6]([CH:8]=1)[NH2:7].Br[C:20]1[CH:21]=[N:22][CH:23]=[C:24]([CH:27]=1)[C:25]#[N:26], predict the reaction product. (9) Given the reactants [Br:1][C:2]1[CH:3]=[C:4]([NH:13][CH:14]2[CH2:19][CH2:18][O:17][CH2:16][CH2:15]2)[C:5]([CH3:12])=[C:6]([CH:11]=1)[C:7]([O:9][CH3:10])=[O:8].[CH:20]1([CH:23]=O)[CH2:22][CH2:21]1.C(O)(=O)C.C([BH3-])#N.[Na+], predict the reaction product. The product is: [Br:1][C:2]1[CH:3]=[C:4]([N:13]([CH2:23][CH:20]2[CH2:22][CH2:21]2)[CH:14]2[CH2:19][CH2:18][O:17][CH2:16][CH2:15]2)[C:5]([CH3:12])=[C:6]([CH:11]=1)[C:7]([O:9][CH3:10])=[O:8]. (10) Given the reactants [NH2:1][NH:2][C:3]([C:5]1[C:10]([CH3:11])=[CH:9][CH:8]=[CH:7][N:6]=1)=[NH:4].[CH2:12]([O:14][C:15]1[C:16]([OH:23])=[C:17]([CH:20]=[CH:21][CH:22]=1)[CH:18]=O)[CH3:13], predict the reaction product. The product is: [CH2:12]([O:14][C:15]1[C:16]([OH:23])=[C:17]([C:18]2[NH:1][N:2]=[C:3]([C:5]3[C:10]([CH3:11])=[CH:9][CH:8]=[CH:7][N:6]=3)[N:4]=2)[CH:20]=[CH:21][CH:22]=1)[CH3:13].